From a dataset of Full USPTO retrosynthesis dataset with 1.9M reactions from patents (1976-2016). Predict the reactants needed to synthesize the given product. (1) Given the product [F:1][C:2]1[CH:3]=[CH:4][C:5]([OH:29])=[C:6]([C:8]([CH3:28])([CH3:27])[CH2:9][C:10]([C:23]([F:26])([F:25])[F:24])([OH:22])[CH2:11][NH:12][C:13]2[CH:21]=[CH:20][CH:19]=[C:18]3[C:14]=2[CH:15]=[N:16][N:17]3[C:34]2[CH:33]=[C:32]([F:31])[CH:37]=[C:36]([F:38])[CH:35]=2)[CH:7]=1, predict the reactants needed to synthesize it. The reactants are: [F:1][C:2]1[CH:3]=[CH:4][C:5]([O:29]O)=[C:6]([C:8]([CH3:28])([CH3:27])[CH2:9][C:10]([C:23]([F:26])([F:25])[F:24])([OH:22])[CH2:11][NH:12][C:13]2[CH:21]=[CH:20][CH:19]=[C:18]3[C:14]=2[CH:15]=[N:16][NH:17]3)[CH:7]=1.[F:31][C:32]1[CH:33]=[C:34](B(O)O)[CH:35]=[C:36]([F:38])[CH:37]=1. (2) Given the product [CH2:1]([N:8]1[C@H:13]2[CH2:12][CH2:11][C@@:10]3([CH:24]=[CH:25][CH2:26][O:23]3)[C@:9]1([C:28]1[CH:33]=[CH:32][CH:31]=[CH:30][CH:29]=1)[CH2:15][CH:14]2[C:16]([O:18][C:19]([CH3:22])([CH3:20])[CH3:21])=[O:17])[C:2]1[CH:3]=[CH:4][CH:5]=[CH:6][CH:7]=1, predict the reactants needed to synthesize it. The reactants are: [CH2:1]([N:8]1[C@@H:13]2[CH:14]([C:16]([O:18][C:19]([CH3:22])([CH3:21])[CH3:20])=[O:17])[CH2:15][C@@:9]1([C:28]1[CH:33]=[CH:32][CH:31]=[CH:30][CH:29]=1)[C@:10](/[CH:24]=[CH:25]\[CH2:26]O)([OH:23])[CH2:11][CH2:12]2)[C:2]1[CH:7]=[CH:6][CH:5]=[CH:4][CH:3]=1.N(C(OCC)=O)=NC(OCC)=O.C1(P(C2C=CC=CC=2)C2C=CC=CC=2)C=CC=CC=1.O1CCCC1. (3) Given the product [NH2:22][CH2:21][CH2:20][N:18]1[CH:19]=[C:15]([NH:14][C:12]([C:8]2[N:9]=[CH:10][O:11][C:7]=2[C:3]2[CH:2]=[C:1]([CH3:30])[CH:6]=[CH:5][CH:4]=2)=[O:13])[CH:16]=[N:17]1, predict the reactants needed to synthesize it. The reactants are: [C:1]1([CH3:30])[CH:6]=[CH:5][CH:4]=[C:3]([C:7]2[O:11][CH:10]=[N:9][C:8]=2[C:12]([NH:14][C:15]2[CH:16]=[N:17][N:18]([CH2:20][CH2:21][NH:22]C(=O)OC(C)(C)C)[CH:19]=2)=[O:13])[CH:2]=1.C(O)(C(F)(F)F)=O. (4) Given the product [NH2:1][C:2]1[C:24]([Cl:25])=[CH:23][C:5]([C:6]([O:8][CH2:9][CH:10]2[CH2:11][CH2:12][NH:13][CH2:14][CH2:15]2)=[O:7])=[C:4]([O:26][CH3:27])[CH:3]=1, predict the reactants needed to synthesize it. The reactants are: [NH2:1][C:2]1[C:24]([Cl:25])=[CH:23][C:5]([C:6]([O:8][CH2:9][CH:10]2[CH2:15][CH2:14][N:13](C(OC(C)(C)C)=O)[CH2:12][CH2:11]2)=[O:7])=[C:4]([O:26][CH3:27])[CH:3]=1.N. (5) Given the product [F:1][C:2]1[CH:36]=[C:35]([NH:37][C:38]([NH:40][C:41](=[O:50])[CH2:42][C:43]2[CH:44]=[CH:45][C:46]([F:49])=[CH:47][CH:48]=2)=[S:39])[CH:34]=[CH:33][C:3]=1[O:4][C:5]1[CH:10]=[CH:9][N:8]=[C:7]2[CH:11]=[C:12]([C:14]3[CH:15]=[CH:16][C:17]([CH2:20][NH:21][CH2:29][CH2:30][O:31][CH3:32])=[CH:18][N:19]=3)[S:13][C:6]=12, predict the reactants needed to synthesize it. The reactants are: [F:1][C:2]1[CH:36]=[C:35]([NH:37][C:38]([NH:40][C:41](=[O:50])[CH2:42][C:43]2[CH:48]=[CH:47][C:46]([F:49])=[CH:45][CH:44]=2)=[S:39])[CH:34]=[CH:33][C:3]=1[O:4][C:5]1[CH:10]=[CH:9][N:8]=[C:7]2[CH:11]=[C:12]([C:14]3[N:19]=[CH:18][C:17]([CH2:20][N:21]([CH2:29][CH2:30][O:31][CH3:32])C(=O)OC(C)(C)C)=[CH:16][CH:15]=3)[S:13][C:6]=12.Cl.O. (6) Given the product [C:1]([O:5][C:6]([N:8]1[CH2:13][CH2:12][CH:11]([C:14]2[O:15][C:16]([C:19]3[C:20]([NH2:26])=[N:21][CH:22]=[C:23]([C:36]4[CH:37]=[CH:38][C:33]([CH3:42])=[CH:34][CH:35]=4)[CH:24]=3)=[N:17][N:18]=2)[CH2:10][CH2:9]1)=[O:7])([CH3:4])([CH3:3])[CH3:2], predict the reactants needed to synthesize it. The reactants are: [C:1]([O:5][C:6]([N:8]1[CH2:13][CH2:12][CH:11]([C:14]2[O:15][C:16]([C:19]3[C:20]([NH2:26])=[N:21][CH:22]=[C:23](Br)[CH:24]=3)=[N:17][N:18]=2)[CH2:10][CH2:9]1)=[O:7])([CH3:4])([CH3:3])[CH3:2].C([O-])([O-])=O.[K+].[K+].[C:33]1([CH3:42])[CH:38]=[CH:37][C:36](B(O)O)=[CH:35][CH:34]=1. (7) Given the product [CH3:1][O:2][C:3](=[O:21])[C:4]1[CH:9]=[CH:8][C:7]([S:10](=[O:20])(=[O:19])[N:11]([C:12]2[CH:17]=[CH:16][C:15]([F:18])=[CH:14][CH:13]=2)[CH2:23][CH:24]([CH3:26])[CH3:25])=[CH:6][CH:5]=1, predict the reactants needed to synthesize it. The reactants are: [CH3:1][O:2][C:3](=[O:21])[C:4]1[CH:9]=[CH:8][C:7]([S:10](=[O:20])(=[O:19])[NH:11][C:12]2[CH:17]=[CH:16][C:15]([F:18])=[CH:14][CH:13]=2)=[CH:6][CH:5]=1.Br[CH2:23][CH:24]([CH3:26])[CH3:25].C([O-])([O-])=O.[K+].[K+].